Dataset: Forward reaction prediction with 1.9M reactions from USPTO patents (1976-2016). Task: Predict the product of the given reaction. (1) Given the reactants [CH2:1](Br)[C:2]1[CH:7]=[CH:6][CH:5]=[CH:4][CH:3]=1.C(=O)([O-])[O-].[K+].[K+].[F:15][C:16]([F:28])([F:27])[C:17]1[CH:22]=[CH:21][C:20]([OH:23])=[C:19]([N+:24]([O-])=O)[CH:18]=1.[Cl-].[NH4+], predict the reaction product. The product is: [CH2:1]([O:23][C:20]1[CH:21]=[CH:22][C:17]([C:16]([F:15])([F:27])[F:28])=[CH:18][C:19]=1[NH2:24])[C:2]1[CH:7]=[CH:6][CH:5]=[CH:4][CH:3]=1. (2) Given the reactants [CH3:1][C:2]1[CH:7]=[C:6]([C:8]([O:10]C)=[O:9])[CH:5]=[CH:4][C:3]=1[C:12]1[CH:17]=[CH:16][C:15]([C:18]([O:20]C)=[O:19])=[CH:14][C:13]=1[CH3:22].[Br:23][N:24]1[C:28](=O)[CH2:27]C[C:25]1=O.CC(N=NC(C#N)(C)C)([C:34]#[N:35])C.[CH3:43][N:44]1[CH:48]=[CH:47][N:46]=[CH:45]1.[Br-:49].[NH+]1C=CNC=1.[Li+].[OH-].Br, predict the reaction product. The product is: [Br-:23].[C:18]([C:15]1[CH:16]=[CH:17][C:12]([C:3]2[CH:4]=[CH:5][C:6]([C:8]([OH:10])=[O:9])=[CH:7][C:2]=2[CH2:1][N+:46]2[CH:47]=[CH:48][N:44]([CH3:43])[CH:45]=2)=[C:13]([CH2:22][N+:35]2[CH:27]=[CH:28][N:24]([CH3:25])[CH:34]=2)[CH:14]=1)([OH:20])=[O:19].[Br-:49]. (3) Given the reactants C(=O)([O-])[O-].[K+].[K+].[NH2:7][CH2:8][CH2:9][C:10]([CH3:13])([OH:12])[CH3:11].[C:14]([C:16]1[N:21]=[CH:20][C:19]([C:22]2[C:34]3[C:33]4[C:28](=[CH:29][CH:30]=[CH:31][CH:32]=4)[N:27]([C:35]4[CH:47]=[CH:46][C:38]([C:39]([O:41][C:42]([CH3:45])([CH3:44])[CH3:43])=[O:40])=[C:37](F)[CH:36]=4)[C:26]=3[CH:25]=[CH:24][CH:23]=2)=[CH:18][CH:17]=1)#[N:15], predict the reaction product. The product is: [C:14]([C:16]1[N:21]=[CH:20][C:19]([C:22]2[C:34]3[C:33]4[C:28](=[CH:29][CH:30]=[CH:31][CH:32]=4)[N:27]([C:35]4[CH:36]=[CH:37][C:38]([C:39]([O:41][C:42]([CH3:43])([CH3:44])[CH3:45])=[O:40])=[C:46]([NH:7][CH2:8][CH2:9][C:10]([OH:12])([CH3:13])[CH3:11])[CH:47]=4)[C:26]=3[CH:25]=[CH:24][CH:23]=2)=[CH:18][CH:17]=1)#[N:15]. (4) The product is: [C:16]1([CH3:19])[CH:15]=[CH:14][C:13]([O:12][CH2:11][CH2:10][CH2:9][CH2:8][CH2:7][CH2:6][CH2:5][CH2:4][NH2:1])=[CH:18][CH:17]=1. Given the reactants [N:1]([CH2:4][CH2:5][CH2:6][CH2:7][CH2:8][CH2:9][CH2:10][CH2:11][O:12][C:13]1[CH:18]=[CH:17][C:16]([CH3:19])=[CH:15][CH:14]=1)=[N+]=[N-].C(OCCCCCCCCCCN)CCC, predict the reaction product. (5) The product is: [NH2:1][C:2]1[CH:10]=[CH:9][C:5]([C:6]2[N:8]=[C:18]([NH2:19])[C:17]([CH2:20][NH2:21])=[C:16]([C:15]3[CH:22]=[CH:23][C:24]([Cl:26])=[CH:25][C:14]=3[Cl:13])[N:7]=2)=[CH:4][C:3]=1[O:11][CH3:12]. Given the reactants [NH2:1][C:2]1[CH:10]=[CH:9][C:5]([C:6]([NH2:8])=[NH:7])=[CH:4][C:3]=1[O:11][CH3:12].[Cl:13][C:14]1[CH:25]=[C:24]([Cl:26])[CH:23]=[CH:22][C:15]=1[CH:16]=[C:17]([C:20]#[N:21])[C:18]#[N:19], predict the reaction product. (6) Given the reactants [CH:1]([N:14]1[CH2:17][C:16]([CH2:19][NH:20][C:21](=[O:24])[CH2:22]Cl)([OH:18])[CH2:15]1)([C:8]1[CH:13]=[CH:12][CH:11]=[CH:10][CH:9]=1)[C:2]1[CH:7]=[CH:6][CH:5]=[CH:4][CH:3]=1.CC(C)([O-])C.[K+], predict the reaction product. The product is: [CH:1]([N:14]1[CH2:17][C:16]2([CH2:19][NH:20][C:21](=[O:24])[CH2:22][O:18]2)[CH2:15]1)([C:8]1[CH:13]=[CH:12][CH:11]=[CH:10][CH:9]=1)[C:2]1[CH:7]=[CH:6][CH:5]=[CH:4][CH:3]=1. (7) Given the reactants [Cl:1][C:2]1[CH:7]=[CH:6][CH:5]=[C:4]([Cl:8])[C:3]=1[NH:9][C:10]1[NH:11][C:12]2[C:18]3[CH:19]=[C:20]([CH3:22])[O:21][C:17]=3[C:16]([C:23]([OH:25])=O)=[CH:15][C:13]=2[N:14]=1.F[B-](F)(F)F.[N:31]1(OC(N(C)C)=[N+](C)C)[C:35]2[CH:36]=[CH:37][CH:38]=[CH:39][C:34]=2N=N1.C1COCC1.C1(N)CCCCC1, predict the reaction product. The product is: [CH:35]1([NH:31][C:23]([C:16]2[C:17]3[O:21][C:20]([CH3:22])=[CH:19][C:18]=3[C:12]3[NH:11][C:10]([NH:9][C:3]4[C:2]([Cl:1])=[CH:7][CH:6]=[CH:5][C:4]=4[Cl:8])=[N:14][C:13]=3[CH:15]=2)=[O:25])[CH2:36][CH2:37][CH2:38][CH2:39][CH2:34]1. (8) Given the reactants C(O[C:4](=[C:11]1[C:19]2[C:14](=[CH:15][CH:16]=[C:17]([N+:20]([O-:22])=[O:21])[CH:18]=2)[NH:13][C:12]1=[O:23])[C:5]1[CH:10]=[CH:9][CH:8]=[CH:7][CH:6]=1)C.[CH3:24][N:25]([CH3:36])[CH2:26][CH2:27][CH2:28][C:29]1[CH:35]=[CH:34][C:32]([NH2:33])=[CH:31][CH:30]=1, predict the reaction product. The product is: [CH3:36][N:25]([CH3:24])[CH2:26][CH2:27][CH2:28][C:29]1[CH:30]=[CH:31][C:32]([NH:33]/[C:4](=[C:11]2\[C:12](=[O:23])[NH:13][C:14]3[C:19]\2=[CH:18][C:17]([N+:20]([O-:22])=[O:21])=[CH:16][CH:15]=3)/[C:5]2[CH:10]=[CH:9][CH:8]=[CH:7][CH:6]=2)=[CH:34][CH:35]=1. (9) Given the reactants [Cl:1][C:2]1[N:7]=[C:6](Cl)[CH:5]=[CH:4][N:3]=1.[C:9](#[N:17])[C:10]1[C:11](=[CH:13][CH:14]=[CH:15][CH:16]=1)[NH2:12].Cl, predict the reaction product. The product is: [Cl:1][C:2]1[N:7]=[C:6]([NH:12][C:11]2[CH:13]=[CH:14][CH:15]=[CH:16][C:10]=2[C:9]#[N:17])[CH:5]=[CH:4][N:3]=1.